Dataset: Catalyst prediction with 721,799 reactions and 888 catalyst types from USPTO. Task: Predict which catalyst facilitates the given reaction. Reactant: [CH3:1][C:2]1([CH3:9])[C:7](=[O:8])[CH2:6][CH2:5][O:4][CH2:3]1.[CH:10](OCC)=[O:11].[O-]CC.[Na+]. Product: [OH:11][CH:10]=[C:6]1[CH2:5][O:4][CH2:3][C:2]([CH3:9])([CH3:1])[C:7]1=[O:8]. The catalyst class is: 28.